From a dataset of Reaction yield outcomes from USPTO patents with 853,638 reactions. Predict the reaction yield, written as a fraction of the theoretical maximum amount of product (1.0 means a 100% yield; for example, 0.34 means a 34% yield). (1) The yield is 0.660. The reactants are [Cl:1][C:2]1[C:7]([C:8]([F:11])([F:10])[F:9])=[CH:6][C:5]([C:12]2[N:16]=[CH:15][N:14](/[CH:17]=[CH:18]\[C:19]([O:21]C(C)C)=[O:20])[N:13]=2)=[CH:4][C:3]=1[C:25]([F:28])([F:27])[F:26].C1COCC1.[Li+].[OH-].Cl. The product is [Cl:1][C:2]1[C:7]([C:8]([F:9])([F:11])[F:10])=[CH:6][C:5]([C:12]2[N:16]=[CH:15][N:14](/[CH:17]=[CH:18]\[C:19]([OH:21])=[O:20])[N:13]=2)=[CH:4][C:3]=1[C:25]([F:26])([F:27])[F:28]. The catalyst is O. (2) The reactants are [C:1]([C:3]1[CH:8]=[CH:7][CH:6]=[CH:5][C:4]=1[C:9]1[CH:14]=[CH:13][C:12]([C:15](OCC)=O)=[CH:11][C:10]=1[O:20][CH3:21])#[N:2].[BH4-].[Li+].[C:24]([O:27][CH2:28][CH3:29])(=[O:26])[CH3:25].[Cl-].[NH4+]. The catalyst is O1CCCC1. The product is [C:1]([C:3]1[CH:8]=[CH:7][CH:6]=[CH:5][C:4]=1[C:9]1[CH:14]=[CH:13][C:12]([CH2:15][CH:25]([C:10](=[O:20])[CH2:9][CH2:4][CH3:3])[C:24]([O:27][CH2:28][CH3:29])=[O:26])=[CH:11][C:10]=1[O:20][CH3:21])#[N:2]. The yield is 0.850. (3) The reactants are C([O-])([O-])=O.[Cs+].[Cs+].[F:7][C:8]([F:24])([F:23])[CH:9]([C:11]1[CH:16]=[CH:15][CH:14]=[CH:13][C:12]=1[C:17]1[CH:18]=[N:19][N:20]([CH3:22])[CH:21]=1)[OH:10].[NH2:25][C:26]1[N:31]=[C:30](Cl)[CH:29]=[C:28]([Cl:33])[N:27]=1.O. The catalyst is C1COCC1.C(OCC)(=O)C. The product is [Cl:33][C:28]1[CH:29]=[C:30]([O:10][CH:9]([C:11]2[CH:16]=[CH:15][CH:14]=[CH:13][C:12]=2[C:17]2[CH:18]=[N:19][N:20]([CH3:22])[CH:21]=2)[C:8]([F:7])([F:23])[F:24])[N:31]=[C:26]([NH2:25])[N:27]=1. The yield is 0.920. (4) The reactants are [C:1]1([C@@H:7]([NH:9][C:10]2[N:15]=[C:14]([N:16]3[C:20]4[CH:21]=[C:22]([NH2:25])[CH:23]=[CH:24][C:19]=4[N:18]=[CH:17]3)[CH:13]=[N:12][CH:11]=2)[CH3:8])[CH:6]=[CH:5][CH:4]=[CH:3][CH:2]=1.[CH3:26][O:27][CH2:28][C:29](Cl)=[O:30]. No catalyst specified. The product is [CH3:26][O:27][CH2:28][C:29]([NH:25][C:22]1[CH:23]=[CH:24][C:19]2[N:18]=[CH:17][N:16]([C:14]3[CH:13]=[N:12][CH:11]=[C:10]([NH:9][C@H:7]([C:1]4[CH:6]=[CH:5][CH:4]=[CH:3][CH:2]=4)[CH3:8])[N:15]=3)[C:20]=2[CH:21]=1)=[O:30]. The yield is 0.250. (5) The reactants are [F:1][C:2]1[CH:7]=[CH:6][C:5]([F:8])=[CH:4][C:3]=1[C@H:9]1[CH2:13][CH2:12][CH2:11][N:10]1[C:14]1[CH:19]=[CH:18][N:17]2[N:20]=[CH:21][C:22]([NH2:23])=[C:16]2[N:15]=1.[N:24]1[CH:29]=[CH:28][N:27]=[CH:26][C:25]=1[C:30](O)=[O:31].CN(C(ON1N=NC2C=CC=NC1=2)=[N+](C)C)C.F[P-](F)(F)(F)(F)F.CCN(C(C)C)C(C)C. The catalyst is CCOC(C)=O.CN(C=O)C. The product is [F:1][C:2]1[CH:7]=[CH:6][C:5]([F:8])=[CH:4][C:3]=1[C@H:9]1[CH2:13][CH2:12][CH2:11][N:10]1[C:14]1[CH:19]=[CH:18][N:17]2[N:20]=[CH:21][C:22]([NH:23][C:30]([C:25]3[CH:26]=[N:27][CH:28]=[CH:29][N:24]=3)=[O:31])=[C:16]2[N:15]=1. The yield is 0.930. (6) The reactants are C[Si](C)(C)[N-][Si](C)(C)C.[Na+].[CH2:11]([C:13]1[CH:19]=[CH:18][CH:17]=[C:16]([CH2:20][CH3:21])[C:14]=1[NH2:15])[CH3:12].[NH2:22][C:23]1[N:32]=[CH:31][C:30]2[CH2:29][CH2:28][C:27]3[C:33]([C:37](OCC)=[O:38])=[N:34][N:35]([CH3:36])[C:26]=3[C:25]=2[N:24]=1. The catalyst is C1COCC1. The product is [NH2:22][C:23]1[N:32]=[CH:31][C:30]2[CH2:29][CH2:28][C:27]3[C:33]([C:37]([NH:15][C:14]4[C:16]([CH2:20][CH3:21])=[CH:17][CH:18]=[CH:19][C:13]=4[CH2:11][CH3:12])=[O:38])=[N:34][N:35]([CH3:36])[C:26]=3[C:25]=2[N:24]=1. The yield is 0.800. (7) The reactants are [CH3:1][C:2]1[CH:7]=[CH:6][C:5]([CH3:8])=[CH:4][C:3]=1[OH:9].[Br-:10].[Br-].[Br-].C([N+](CCCC)(CCCC)CCCC)CCC.C([N+](CCCC)(CCCC)CCCC)CCC.C([N+](CCCC)(CCCC)CCCC)CCC. The catalyst is O.C(Cl)(Cl)Cl. The product is [CH3:1][C:2]1[CH:7]=[C:6]([Br:10])[C:5]([CH3:8])=[CH:4][C:3]=1[OH:9]. The yield is 0.760.